Task: Predict the product of the given reaction.. Dataset: Forward reaction prediction with 1.9M reactions from USPTO patents (1976-2016) (1) Given the reactants C[O:2][C:3](=[O:17])[C:4]([C@H:7]1[CH2:12][CH2:11][C@H:10]([NH:13][C:14](=[O:16])[CH3:15])[CH2:9][CH2:8]1)([CH3:6])[CH3:5].[OH-].[Li+].Cl, predict the reaction product. The product is: [C:14]([NH:13][C@H:10]1[CH2:11][CH2:12][C@H:7]([C:4]([CH3:6])([CH3:5])[C:3]([OH:17])=[O:2])[CH2:8][CH2:9]1)(=[O:16])[CH3:15]. (2) The product is: [CH3:1][O:2][C:3]1[CH:4]=[C:5]([NH:11][C:12]2[N:17]=[C:16]([N:18]3[C:22]([CH3:23])=[CH:21][C:20]([C:24]([F:25])([F:26])[F:27])=[N:19]3)[C:15]([C:28]3[CH:29]=[C:30]([C:36]([NH:48][S:45]([C:43]4[C:42]([C:49]([F:50])([F:51])[F:52])=[N:41][N:40]([CH3:39])[CH:44]=4)(=[O:47])=[O:46])=[O:37])[C:31]([O:34][CH3:35])=[N:32][CH:33]=3)=[CH:14][N:13]=2)[CH:6]=[C:7]([O:9][CH3:10])[CH:8]=1. Given the reactants [CH3:1][O:2][C:3]1[CH:4]=[C:5]([NH:11][C:12]2[N:17]=[C:16]([N:18]3[C:22]([CH3:23])=[CH:21][C:20]([C:24]([F:27])([F:26])[F:25])=[N:19]3)[C:15]([C:28]3[CH:29]=[C:30]([C:36](O)=[O:37])[C:31]([O:34][CH3:35])=[N:32][CH:33]=3)=[CH:14][N:13]=2)[CH:6]=[C:7]([O:9][CH3:10])[CH:8]=1.[CH3:39][N:40]1[CH:44]=[C:43]([S:45]([NH2:48])(=[O:47])=[O:46])[C:42]([C:49]([F:52])([F:51])[F:50])=[N:41]1.[I-].ClC1C=CC=C[N+]=1C.C(N(CC)CC)C, predict the reaction product. (3) Given the reactants [NH2:1][CH2:2][C@@H:3]1[CH2:9][C@@H:8]2[C@@H:6]([CH2:7]2)[CH2:5][N:4]1[C:10]([O:12][C:13]([CH3:16])([CH3:15])[CH3:14])=[O:11].CCN(C(C)C)C(C)C.Cl[C:27]1[N:28]=[N:29][C:30]([C:33]([F:36])([F:35])[F:34])=[CH:31][CH:32]=1.C([O-])(O)=O.[Na+], predict the reaction product. The product is: [F:34][C:33]([F:36])([F:35])[C:30]1[N:29]=[N:28][C:27]([NH:1][CH2:2][C@@H:3]2[CH2:9][C@@H:8]3[C@@H:6]([CH2:7]3)[CH2:5][N:4]2[C:10]([O:12][C:13]([CH3:16])([CH3:15])[CH3:14])=[O:11])=[CH:32][CH:31]=1. (4) Given the reactants ClCCN1CCCC1.Cl.[CH3:10][C:11]1[C:19]2[C:14](=[CH:15][CH:16]=[C:17]([C:20]#[C:21][Si](C)(C)C)[CH:18]=2)[N:13]([CH2:26][CH2:27][N:28]2[CH2:32][CH2:31][CH2:30][CH2:29]2)[C:12]=1[C:33]([O:35][CH2:36][CH3:37])=[O:34].C([O-])([O-])=O.[K+].[K+], predict the reaction product. The product is: [C:20]([C:17]1[CH:18]=[C:19]2[C:14](=[CH:15][CH:16]=1)[N:13]([CH2:26][CH2:27][N:28]1[CH2:29][CH2:30][CH2:31][CH2:32]1)[C:12]([C:33]([O:35][CH2:36][CH3:37])=[O:34])=[C:11]2[CH3:10])#[CH:21]. (5) Given the reactants [NH2:1][C:2]1[C:3]([C:7]([OH:9])=O)=[N:4][O:5][N:6]=1.[Cl:10][C:11]1[N:16]=[C:15]([NH2:17])[CH:14]=[CH:13][CH:12]=1.C(N(CC)C(C)C)(C)C.C([O-])(O)=O.[Na+], predict the reaction product. The product is: [NH2:1][C:2]1[C:3]([C:7]([NH:17][C:15]2[CH:14]=[CH:13][CH:12]=[C:11]([Cl:10])[N:16]=2)=[O:9])=[N:4][O:5][N:6]=1.